Dataset: Catalyst prediction with 721,799 reactions and 888 catalyst types from USPTO. Task: Predict which catalyst facilitates the given reaction. (1) Reactant: [OH:1][CH2:2][CH2:3][C:4]1[CH:9]=[CH:8][C:7]([N:10]2[C:18](=[O:19])[C:17]3[C:12](=[CH:13][CH:14]=[CH:15][CH:16]=3)[C:11]2=[O:20])=[CH:6][CH:5]=1.[C:21]1([CH3:31])[CH:26]=[CH:25][C:24]([S:27](Cl)(=[O:29])=[O:28])=[CH:23][CH:22]=1.N1C=CC=CC=1. Product: [CH3:31][C:21]1[CH:26]=[CH:25][C:24]([S:27]([O:1][CH2:2][CH2:3][C:4]2[CH:5]=[CH:6][C:7]([N:10]3[C:18](=[O:19])[C:17]4[C:12](=[CH:13][CH:14]=[CH:15][CH:16]=4)[C:11]3=[O:20])=[CH:8][CH:9]=2)(=[O:29])=[O:28])=[CH:23][CH:22]=1. The catalyst class is: 4. (2) Reactant: [N:1]1[N:5]2[CH:6]=[CH:7][C:8]([O-:10])=[N:9][C:4]2=[CH:3][CH:2]=1.[Na+]. Product: [N:1]1[N:5]2[CH:6]=[CH:7][C:8](=[O:10])[NH:9][C:4]2=[CH:3][CH:2]=1. The catalyst class is: 86. (3) Product: [C:25]([NH:29][S:21]([C:19]1[CH:18]=[CH:17][C:8]2[N:9]([CH2:10][CH:11]3[CH2:16][CH2:15][O:14][CH2:13][CH2:12]3)[C:5]([C:1]([CH3:4])([CH3:3])[CH3:2])=[N:6][C:7]=2[CH:20]=1)(=[O:23])=[O:22])([CH3:28])([CH3:27])[CH3:26]. Reactant: [C:1]([C:5]1[N:9]([CH2:10][CH:11]2[CH2:16][CH2:15][O:14][CH2:13][CH2:12]2)[C:8]2[CH:17]=[CH:18][C:19]([S:21](Cl)(=[O:23])=[O:22])=[CH:20][C:7]=2[N:6]=1)([CH3:4])([CH3:3])[CH3:2].[C:25]([NH2:29])([CH3:28])([CH3:27])[CH3:26]. The catalyst class is: 649.